This data is from Forward reaction prediction with 1.9M reactions from USPTO patents (1976-2016). The task is: Predict the product of the given reaction. Given the reactants [N+:1]([C:4]1[C:12]2[C:7](=[CH:8][CH:9]=[CH:10][CH:11]=2)[NH:6][C:5]=1[C:13]1[C:14](=[O:23])[NH:15][C:16]2[C:21]([N:22]=1)=[CH:20][CH:19]=[CH:18][CH:17]=2)([O-])=O, predict the reaction product. The product is: [NH2:1][C:4]1[C:12]2[C:7](=[CH:8][CH:9]=[CH:10][CH:11]=2)[NH:6][C:5]=1[C:13]1[C:14](=[O:23])[NH:15][C:16]2[C:21]([N:22]=1)=[CH:20][CH:19]=[CH:18][CH:17]=2.